From a dataset of Catalyst prediction with 721,799 reactions and 888 catalyst types from USPTO. Predict which catalyst facilitates the given reaction. (1) Reactant: [C:1]([C:4]1[CH:9]=[CH:8][C:7]([C:10]2[NH:14][C:13]3[CH:15]=[CH:16][CH:17]=[C:18]([C:19]([NH2:21])=[O:20])[C:12]=3[N:11]=2)=[CH:6][CH:5]=1)(=O)[CH3:2].[CH:22]1([NH2:26])[CH2:25][CH2:24][CH2:23]1.C([BH3-])#N.[Na+].C(O)(=O)C. Product: [CH:22]1([NH:26][CH:1]([C:4]2[CH:9]=[CH:8][C:7]([C:10]3[NH:14][C:13]4[CH:15]=[CH:16][CH:17]=[C:18]([C:19]([NH2:21])=[O:20])[C:12]=4[N:11]=3)=[CH:6][CH:5]=2)[CH3:2])[CH2:25][CH2:24][CH2:23]1. The catalyst class is: 5. (2) Reactant: [OH:1][C:2]1[CH:7]=[CH:6][C:5]([C:8]2[CH:9]=[CH:10][C:11]3[C:17](=[O:18])[NH:16][C:15]4[CH:19]=[C:20]([CH2:23][CH2:24][O:25][C:26]5[CH:31]=[CH:30][C:29]([N:32]6[CH2:37][CH2:36][O:35][CH2:34][CH2:33]6)=[CH:28][CH:27]=5)[CH:21]=[CH:22][C:14]=4[NH:13][C:12]=3[CH:38]=2)=[CH:4][C:3]=1[O:39][CH3:40].Cl.Cl[CH2:43][C:44]1[CH:49]=[CH:48][N:47]=[CH:46][CH:45]=1.C([O-])([O-])=O.[K+].[K+]. Product: [CH3:40][O:39][C:3]1[CH:4]=[C:5]([C:8]2[CH:9]=[CH:10][C:11]3[C:17](=[O:18])[NH:16][C:15]4[CH:19]=[C:20]([CH2:23][CH2:24][O:25][C:26]5[CH:31]=[CH:30][C:29]([N:32]6[CH2:33][CH2:34][O:35][CH2:36][CH2:37]6)=[CH:28][CH:27]=5)[CH:21]=[CH:22][C:14]=4[NH:13][C:12]=3[CH:38]=2)[CH:6]=[CH:7][C:2]=1[O:1][CH2:43][C:44]1[CH:49]=[CH:48][N:47]=[CH:46][CH:45]=1. The catalyst class is: 39. (3) Reactant: [Br:1][C:2]1[CH:15]=[CH:14][C:5]([CH2:6][N:7]2[CH2:11][C:10](=[O:12])[NH:9][C:8]2=[O:13])=[CH:4][CH:3]=1.[C:16](=O)([O-])[O-].[K+].[K+].IC. Product: [Br:1][C:2]1[CH:15]=[CH:14][C:5]([CH2:6][N:7]2[CH2:11][C:10](=[O:12])[N:9]([CH3:16])[C:8]2=[O:13])=[CH:4][CH:3]=1. The catalyst class is: 3. (4) Reactant: [OH:1][C:2]([CH3:18])([CH3:17])[CH2:3][O:4][C:5]1[CH:6]=[CH:7][C:8]([N+:14]([O-])=O)=[C:9]([CH:13]=1)[C:10]([OH:12])=[O:11]. Product: [NH2:14][C:8]1[CH:7]=[CH:6][C:5]([O:4][CH2:3][C:2]([OH:1])([CH3:17])[CH3:18])=[CH:13][C:9]=1[C:10]([OH:12])=[O:11]. The catalyst class is: 29. (5) Reactant: FC(F)(F)S(O[C:7]1[C:8]2[CH2:28][N:27]([C:29](=[O:31])[CH3:30])[CH2:26][CH2:25][C:9]=2[N:10]=[C:11]([NH:13][C:14]2[CH:19]=[CH:18][C:17]([C:20]3[O:24][CH:23]=[N:22][CH:21]=3)=[CH:16][CH:15]=2)[N:12]=1)(=O)=O.[CH3:34][NH:35][CH2:36][CH:37]([C:39]1[CH:44]=[CH:43][CH:42]=[CH:41][CH:40]=1)[OH:38]. Product: [OH:38][CH:37]([C:39]1[CH:44]=[CH:43][CH:42]=[CH:41][CH:40]=1)[CH2:36][N:35]([CH3:34])[C:7]1[C:8]2[CH2:28][N:27]([C:29](=[O:31])[CH3:30])[CH2:26][CH2:25][C:9]=2[N:10]=[C:11]([NH:13][C:14]2[CH:15]=[CH:16][C:17]([C:20]3[O:24][CH:23]=[N:22][CH:21]=3)=[CH:18][CH:19]=2)[N:12]=1. The catalyst class is: 16. (6) Reactant: [Cl-].[CH3:2][O:3][CH2:4][P+](C1C=CC=CC=1)(C1C=CC=CC=1)C1C=CC=CC=1.C([Li])CCC.[Cl:29][C:30]1[N:34]([CH3:35])[N:33]=[C:32]([C:36]2[CH:41]=[CH:40][CH:39]=[CH:38][N:37]=2)[C:31]=1[C:42]([C:44]1[CH:49]=[CH:48][C:47]([Cl:50])=[CH:46][C:45]=1[CH3:51])=O.[NH4+].[Cl-]. Product: [Cl:29][C:30]1[N:34]([CH3:35])[N:33]=[C:32]([C:36]2[CH:41]=[CH:40][CH:39]=[CH:38][N:37]=2)[C:31]=1[C:42]([C:44]1[CH:49]=[CH:48][C:47]([Cl:50])=[CH:46][C:45]=1[CH3:51])=[CH:2][O:3][CH3:4]. The catalyst class is: 1. (7) Reactant: [NH3:1].[CH2:2]([O:4][C:5]([C:7]1[C:8]2[S:16][CH:15]=[C:14]([CH2:17][O:18][C:19]3[CH:24]=[CH:23][CH:22]=[C:21]([NH:25][S:26]([C:29]4[CH:34]=[CH:33][C:32]([Cl:35])=[CH:31][CH:30]=4)(=[O:28])=[O:27])[CH:20]=3)[C:9]=2[C:10](Cl)=[N:11][CH:12]=1)=[O:6])[CH3:3]. Product: [CH2:2]([O:4][C:5]([C:7]1[C:8]2[S:16][CH:15]=[C:14]([CH2:17][O:18][C:19]3[CH:24]=[CH:23][CH:22]=[C:21]([NH:25][S:26]([C:29]4[CH:30]=[CH:31][C:32]([Cl:35])=[CH:33][CH:34]=4)(=[O:27])=[O:28])[CH:20]=3)[C:9]=2[C:10]([NH2:1])=[N:11][CH:12]=1)=[O:6])[CH3:3]. The catalyst class is: 41. (8) Reactant: [Si:1]([O:8][C@@H:9]([CH2:36][O:37][Si:38]([C:41]([CH3:44])([CH3:43])[CH3:42])([CH3:40])[CH3:39])[CH2:10][CH2:11][C:12]1[C:13](=[O:35])[CH2:14][C@H:15]2[C:24]=1[C@H:23](O[Si](C(C)(C)C)(C)C)[C:22]1[C:17](=[C:18]([O:33][CH3:34])[CH:19]=[CH:20][CH:21]=1)[CH2:16]2)([C:4]([CH3:7])([CH3:6])[CH3:5])([CH3:3])[CH3:2].C(=O)([O-])[O-].[K+].[K+].[H][H]. Product: [Si:1]([O:8][C@@H:9]([CH2:36][O:37][Si:38]([C:41]([CH3:44])([CH3:43])[CH3:42])([CH3:39])[CH3:40])[CH2:10][CH2:11][CH:12]1[C@H:24]2[CH2:23][C:22]3[C:17]([CH2:16][C@H:15]2[CH2:14][C:13]1=[O:35])=[C:18]([O:33][CH3:34])[CH:19]=[CH:20][CH:21]=3)([C:4]([CH3:5])([CH3:6])[CH3:7])([CH3:3])[CH3:2]. The catalyst class is: 19. (9) Reactant: C[O:2][C:3](=[O:33])[C:4]1[CH:32]=[CH:31][C:7]([C:8]([NH:10][CH2:11][C@@H:12]2[CH2:16][C@@H:15]([SH:17])[CH2:14][N:13]2[S:18]([C:21]2[CH:30]=[CH:29][C:28]3[C:23](=[CH:24][CH:25]=[CH:26][CH:27]=3)[CH:22]=2)(=[O:20])=[O:19])=[O:9])=[CH:6][CH:5]=1.[Li+].[OH-].OS([O-])(=O)=O.[K+]. Product: [SH:17][C@H:15]1[CH2:14][N:13]([S:18]([C:21]2[CH:30]=[CH:29][C:28]3[C:23](=[CH:24][CH:25]=[CH:26][CH:27]=3)[CH:22]=2)(=[O:19])=[O:20])[C@H:12]([CH2:11][NH:10][C:8](=[O:9])[C:7]2[CH:6]=[CH:5][C:4]([C:3]([OH:33])=[O:2])=[CH:32][CH:31]=2)[CH2:16]1. The catalyst class is: 1.